Dataset: Full USPTO retrosynthesis dataset with 1.9M reactions from patents (1976-2016). Task: Predict the reactants needed to synthesize the given product. (1) Given the product [CH:23]1([NH:22][C:16]2[N:35]=[C:5]([C:7]3[CH:8]=[N:9][N:10]4[C:15]=3[CH:14]=[CH:13][CH:12]=[N:11]4)[CH:4]=[CH:3][N:2]=2)[CH2:25][CH2:24]1, predict the reactants needed to synthesize it. The reactants are: C[N:2]([CH3:16])/[CH:3]=[CH:4]/[C:5]([C:7]1[CH:8]=[N:9][N:10]2[C:15]=1[CH:14]=[CH:13][CH:12]=[N:11]2)=O.[N:22]1N2[N:22]=[CH:23][CH:24]=[CH:25][C:25]2=[C:24](C(=O)C)[CH:23]=1.C(OC(OC(C)(C)C)[N:35](C)C)(C)(C)C. (2) Given the product [C:6]([O:10][C:11]([C:13]1[C:14]([N:3]([CH2:4][CH3:5])[CH2:1][CH3:2])=[N:15][C:16]2[C:21]([C:22]=1[C:23]1[CH:28]=[CH:27][CH:26]=[C:25]([CH:29]([CH3:30])[CH3:31])[CH:24]=1)=[CH:20][C:19]([Cl:32])=[CH:18][CH:17]=2)=[O:12])([CH3:7])([CH3:8])[CH3:9], predict the reactants needed to synthesize it. The reactants are: [CH2:1]([NH:3][CH2:4][CH3:5])[CH3:2].[C:6]([O:10][C:11]([C:13]1[C:14](OS(C(F)(F)F)(=O)=O)=[N:15][C:16]2[C:21]([C:22]=1[C:23]1[CH:28]=[CH:27][CH:26]=[C:25]([CH:29]([CH3:31])[CH3:30])[CH:24]=1)=[CH:20][C:19]([Cl:32])=[CH:18][CH:17]=2)=[O:12])([CH3:9])([CH3:8])[CH3:7].C(=O)([O-])[O-].[K+].[K+]. (3) Given the product [CH2:1]([S:8][CH:9]([CH:38]=[O:39])[CH2:10][NH:11][C:12]([C:14]1[NH:15][C:16]2[C:21]([CH:22]=1)=[CH:20][C:19]([O:23][CH2:24][CH2:25][O:26][CH3:27])=[CH:18][C:17]=2[NH:28][S:29]([C:32]1[CH:37]=[CH:36][CH:35]=[CH:34][N:33]=1)(=[O:30])=[O:31])=[O:13])[C:2]1[CH:7]=[CH:6][CH:5]=[CH:4][CH:3]=1, predict the reactants needed to synthesize it. The reactants are: [CH2:1]([S:8][CH:9]([CH:38](OC)[O:39]C)[CH2:10][NH:11][C:12]([C:14]1[NH:15][C:16]2[C:21]([CH:22]=1)=[CH:20][C:19]([O:23][CH2:24][CH2:25][O:26][CH3:27])=[CH:18][C:17]=2[NH:28][S:29]([C:32]1[CH:37]=[CH:36][CH:35]=[CH:34][N:33]=1)(=[O:31])=[O:30])=[O:13])[C:2]1[CH:7]=[CH:6][CH:5]=[CH:4][CH:3]=1.CC(C)=O. (4) Given the product [F:1][C:2]([F:7])([F:6])[C:3]([OH:5])=[O:4].[F:8][C:9]1[CH:14]=[CH:13][CH:12]=[CH:11][C:10]=1[C:15]1[N:20]=[CH:19][C:18]([NH:21][CH2:22][C:23]([N:26]2[CH2:31][CH2:30][CH2:29][CH2:28][CH2:27]2)=[O:25])=[CH:17][CH:16]=1, predict the reactants needed to synthesize it. The reactants are: [F:1][C:2]([F:7])([F:6])[C:3]([OH:5])=[O:4].[F:8][C:9]1[CH:14]=[CH:13][CH:12]=[CH:11][C:10]=1[C:15]1[N:20]=[CH:19][C:18]([NH:21][CH2:22][C:23]([OH:25])=O)=[CH:17][CH:16]=1.[NH:26]1[CH2:31][CH2:30][CH2:29][CH2:28][CH2:27]1. (5) Given the product [CH2:2]([O:9][C:10]1[CH:15]=[CH:14][C:13]([NH:16][C:17]2[C:26]3[C:21](=[CH:22][CH:23]=[C:24]([C:33]4[C:34]([CH3:38])=[N:35][O:36][CH:37]=4)[CH:25]=3)[N:20]=[CH:19][N:18]=2)=[CH:12][CH:11]=1)[C:3]1[CH:8]=[CH:7][CH:6]=[CH:5][CH:4]=1, predict the reactants needed to synthesize it. The reactants are: Cl.[CH2:2]([O:9][C:10]1[CH:15]=[CH:14][C:13]([NH:16][C:17]2[C:26]3[C:21](=[CH:22][CH:23]=[C:24](I)[CH:25]=3)[N:20]=[CH:19][N:18]=2)=[CH:12][CH:11]=1)[C:3]1[CH:8]=[CH:7][CH:6]=[CH:5][CH:4]=1.C([Sn](CCCC)(CCCC)[C:33]1[C:34]([CH3:38])=[N:35][O:36][CH:37]=1)CCC.C(N(CC)CC)C. (6) The reactants are: [CH3:1][O:2][C:3]1[CH:4]=[C:5](/[CH:15]=[CH:16]/[C:17]([N:19]2[CH2:23][CH:22]([C:24]3[CH:29]=[CH:28][CH:27]=[CH:26][CH:25]=3)[CH:21]([CH:30]=O)[CH2:20]2)=[O:18])[CH:6]=[CH:7][C:8]=1[N:9]1[CH:13]=[C:12]([CH3:14])[N:11]=[CH:10]1.Cl.[NH2:33][OH:34].C([O-])(=O)C.[Na+].O.C(=O)(O)[O-].[Na+]. Given the product [CH3:1][O:2][C:3]1[CH:4]=[C:5]([CH:15]=[CH:16][C:17]([N:19]2[CH2:23][CH:22]([C:24]3[CH:25]=[CH:26][CH:27]=[CH:28][CH:29]=3)[CH:21](/[CH:30]=[N:33]/[OH:34])[CH2:20]2)=[O:18])[CH:6]=[CH:7][C:8]=1[N:9]1[CH:13]=[C:12]([CH3:14])[N:11]=[CH:10]1, predict the reactants needed to synthesize it.